This data is from Reaction yield outcomes from USPTO patents with 853,638 reactions. The task is: Predict the reaction yield, written as a fraction of the theoretical maximum amount of product (1.0 means a 100% yield; for example, 0.34 means a 34% yield). (1) The reactants are Cl[C:2]1[CH:7]=[CH:6][CH:5]=[C:4]([Cl:8])[N:3]=1.[CH2:9]([C:13]1[S:14][C:15]2[CH:21]=[CH:20][CH:19]=[CH:18][C:16]=2[N:17]=1)[CH2:10][C:11]#[CH:12]. No catalyst specified. The product is [Cl:8][C:4]1[N:3]=[C:2]([C:12]#[C:11][CH2:10][CH2:9][C:13]2[S:14][C:15]3[CH:21]=[CH:20][CH:19]=[CH:18][C:16]=3[N:17]=2)[CH:7]=[CH:6][CH:5]=1. The yield is 0.190. (2) The reactants are C(NC(C)C)(C)C.[Li]CCCC.[F:13][C:14]1[CH:22]=[CH:21][CH:20]=[C:19]2[C:15]=1[CH:16]=[CH:17][N:18]2[C:23]([O:25][C:26]([CH3:29])([CH3:28])[CH3:27])=[O:24].[B:30](OC(C)C)([O:35]C(C)C)[O:31]C(C)C. The catalyst is C1COCC1. The product is [C:26]([O:25][C:23]([N:18]1[C:19]2[C:15](=[C:14]([F:13])[CH:22]=[CH:21][CH:20]=2)[CH:16]=[C:17]1[B:30]([OH:35])[OH:31])=[O:24])([CH3:29])([CH3:28])[CH3:27]. The yield is 0.640. (3) The reactants are Cl[CH2:2][C:3]1[N:12]([CH2:13]C)[C:11](=[O:15])[C:10]2[C:5](=[CH:6][CH:7]=[CH:8][CH:9]=2)[N:4]=1.[OH:16][C:17]1[CH:24]=[CH:23][C:20]([CH:21]=[O:22])=[CH:19][CH:18]=1.C([O-])([O-])=O.[K+].[K+]. No catalyst specified. The product is [CH3:13][N:12]1[C:11](=[O:15])[C:10]2[C:5](=[CH:6][CH:7]=[CH:8][CH:9]=2)[N:4]=[C:3]1[CH2:2][O:16][C:17]1[CH:24]=[CH:23][C:20]([CH:21]=[O:22])=[CH:19][CH:18]=1. The yield is 0.880.